This data is from NCI-60 drug combinations with 297,098 pairs across 59 cell lines. The task is: Regression. Given two drug SMILES strings and cell line genomic features, predict the synergy score measuring deviation from expected non-interaction effect. (1) Drug 1: CCC1(CC2CC(C3=C(CCN(C2)C1)C4=CC=CC=C4N3)(C5=C(C=C6C(=C5)C78CCN9C7C(C=CC9)(C(C(C8N6C=O)(C(=O)OC)O)OC(=O)C)CC)OC)C(=O)OC)O.OS(=O)(=O)O. Drug 2: C1C(C(OC1N2C=NC(=NC2=O)N)CO)O. Cell line: HL-60(TB). Synergy scores: CSS=46.3, Synergy_ZIP=-1.12, Synergy_Bliss=-1.29, Synergy_Loewe=-6.67, Synergy_HSA=-5.51. (2) Synergy scores: CSS=0.188, Synergy_ZIP=-0.426, Synergy_Bliss=0.667, Synergy_Loewe=-1.20, Synergy_HSA=-0.860. Drug 2: CC12CCC3C(C1CCC2OP(=O)(O)O)CCC4=C3C=CC(=C4)OC(=O)N(CCCl)CCCl.[Na+]. Cell line: SF-539. Drug 1: CC12CCC3C(C1CCC2O)C(CC4=C3C=CC(=C4)O)CCCCCCCCCS(=O)CCCC(C(F)(F)F)(F)F. (3) Drug 1: C1=CN(C(=O)N=C1N)C2C(C(C(O2)CO)O)O.Cl. Drug 2: CCC1(CC2CC(C3=C(CCN(C2)C1)C4=CC=CC=C4N3)(C5=C(C=C6C(=C5)C78CCN9C7C(C=CC9)(C(C(C8N6C)(C(=O)OC)O)OC(=O)C)CC)OC)C(=O)OC)O.OS(=O)(=O)O. Cell line: MDA-MB-435. Synergy scores: CSS=24.6, Synergy_ZIP=-9.79, Synergy_Bliss=-9.63, Synergy_Loewe=-6.92, Synergy_HSA=-6.15. (4) Drug 1: C1=CC(=CC=C1CCC2=CNC3=C2C(=O)NC(=N3)N)C(=O)NC(CCC(=O)O)C(=O)O. Drug 2: CC1=C(C=C(C=C1)NC(=O)C2=CC=C(C=C2)CN3CCN(CC3)C)NC4=NC=CC(=N4)C5=CN=CC=C5. Cell line: K-562. Synergy scores: CSS=64.0, Synergy_ZIP=-1.37, Synergy_Bliss=-3.84, Synergy_Loewe=-4.74, Synergy_HSA=2.63. (5) Drug 1: CC1=C(C=C(C=C1)NC2=NC=CC(=N2)N(C)C3=CC4=NN(C(=C4C=C3)C)C)S(=O)(=O)N.Cl. Drug 2: C1CCC(C1)C(CC#N)N2C=C(C=N2)C3=C4C=CNC4=NC=N3. Cell line: K-562. Synergy scores: CSS=11.9, Synergy_ZIP=-5.68, Synergy_Bliss=-3.86, Synergy_Loewe=-5.13, Synergy_HSA=-5.35. (6) Drug 1: C1=CC(=CC=C1CC(C(=O)O)N)N(CCCl)CCCl.Cl. Drug 2: CC1C(C(CC(O1)OC2CC(OC(C2O)C)OC3=CC4=CC5=C(C(=O)C(C(C5)C(C(=O)C(C(C)O)O)OC)OC6CC(C(C(O6)C)O)OC7CC(C(C(O7)C)O)OC8CC(C(C(O8)C)O)(C)O)C(=C4C(=C3C)O)O)O)O. Synergy scores: CSS=-0.341, Synergy_ZIP=-1.38, Synergy_Bliss=2.02, Synergy_Loewe=1.84, Synergy_HSA=2.16. Cell line: SF-295. (7) Drug 1: CN1C(=O)N2C=NC(=C2N=N1)C(=O)N. Drug 2: CC1CCC2CC(C(=CC=CC=CC(CC(C(=O)C(C(C(=CC(C(=O)CC(OC(=O)C3CCCCN3C(=O)C(=O)C1(O2)O)C(C)CC4CCC(C(C4)OC)O)C)C)O)OC)C)C)C)OC. Cell line: HCC-2998. Synergy scores: CSS=-3.69, Synergy_ZIP=4.18, Synergy_Bliss=2.42, Synergy_Loewe=-3.64, Synergy_HSA=-5.54. (8) Drug 1: CC(CN1CC(=O)NC(=O)C1)N2CC(=O)NC(=O)C2. Drug 2: C(CC(=O)O)C(=O)CN.Cl. Cell line: COLO 205. Synergy scores: CSS=54.3, Synergy_ZIP=-5.59, Synergy_Bliss=-5.97, Synergy_Loewe=-6.40, Synergy_HSA=-1.28. (9) Drug 1: CC1C(C(=O)NC(C(=O)N2CCCC2C(=O)N(CC(=O)N(C(C(=O)O1)C(C)C)C)C)C(C)C)NC(=O)C3=C4C(=C(C=C3)C)OC5=C(C(=O)C(=C(C5=N4)C(=O)NC6C(OC(=O)C(N(C(=O)CN(C(=O)C7CCCN7C(=O)C(NC6=O)C(C)C)C)C)C(C)C)C)N)C. Drug 2: C#CCC(CC1=CN=C2C(=N1)C(=NC(=N2)N)N)C3=CC=C(C=C3)C(=O)NC(CCC(=O)O)C(=O)O. Cell line: HOP-92. Synergy scores: CSS=16.0, Synergy_ZIP=-6.08, Synergy_Bliss=-1.46, Synergy_Loewe=-3.58, Synergy_HSA=-2.36.